From a dataset of Full USPTO retrosynthesis dataset with 1.9M reactions from patents (1976-2016). Predict the reactants needed to synthesize the given product. (1) Given the product [O:43]=[C:36]([CH2:37][C:38]1[S:39][CH:40]=[CH:41][CH:42]=1)[CH2:35][NH:34][C:12]([C:10]1[S:11][C:7]2[C:6]([N:15]3[CH2:20][CH2:19][O:18][CH2:17][CH2:16]3)=[CH:5][CH:4]=[C:3]([O:2][CH3:1])[C:8]=2[N:9]=1)=[O:14], predict the reactants needed to synthesize it. The reactants are: [CH3:1][O:2][C:3]1[C:8]2[N:9]=[C:10]([C:12]([OH:14])=O)[S:11][C:7]=2[C:6]([N:15]2[CH2:20][CH2:19][O:18][CH2:17][CH2:16]2)=[CH:5][CH:4]=1.C(N1C=CN=C1)(N1C=CN=C1)=O.Cl.[NH2:34][CH2:35][C:36](=[O:43])[CH2:37][C:38]1[S:39][CH:40]=[CH:41][CH:42]=1.C(N(CC)CC)C. (2) Given the product [Br:1][C:2]1[CH:7]=[C:6]2[C:5]([C:9]([OH:24])=[C:10]([CH2:11][CH2:12][N:13]3[CH2:17][CH2:16][CH2:15][C@H:14]3[CH3:18])[N:20]=[N:8]2)=[CH:4][CH:3]=1, predict the reactants needed to synthesize it. The reactants are: [Br:1][C:2]1[CH:3]=[CH:4][C:5]([C:9]#[C:10][CH2:11][CH2:12][N:13]2[CH2:17][CH2:16][CH2:15][C@H:14]2[CH3:18])=[C:6]([NH2:8])[CH:7]=1.Cl.[N:20]([O-])=O.[Na+].[OH2:24]. (3) The reactants are: [CH:1]1([CH2:4][O:5][C:6]2[CH:14]=[CH:13][C:9]3[O:10][CH2:11][O:12][C:8]=3[C:7]=2[C:15]2[C:16]3[NH:23][CH:22]=[C:21]([C:24](O)=[O:25])[C:17]=3[N:18]=[CH:19][N:20]=2)[CH2:3][CH2:2]1.CCN(C(C)C)C(C)C.CN(C(ON1N=NC2C=CC=NC1=2)=[N+](C)C)C.F[P-](F)(F)(F)(F)F.Cl.[NH2:61][C@@H:62]([CH2:92][CH2:93][C:94]([N:96]1[CH2:101][CH2:100][CH2:99][CH2:98][CH2:97]1)=[O:95])[C:63]([N:65]1[CH2:70][CH2:69][CH:68]([N:71]2[N:80]=[C:79]([C:81]3[CH:86]=[CH:85][C:84]([O:87][CH3:88])=[C:83]([O:89][CH3:90])[CH:82]=3)[C@@H:78]3[C@@H:73]([CH2:74][CH2:75][CH2:76][CH2:77]3)[C:72]2=[O:91])[CH2:67][CH2:66]1)=[O:64].C(=O)(O)[O-].[Na+]. Given the product [CH:1]1([CH2:4][O:5][C:6]2[CH:14]=[CH:13][C:9]3[O:10][CH2:11][O:12][C:8]=3[C:7]=2[C:15]2[C:16]3[NH:23][CH:22]=[C:21]([C:24]([NH:61][C@@H:62]([CH2:92][CH2:93][C:94](=[O:95])[N:96]4[CH2:97][CH2:98][CH2:99][CH2:100][CH2:101]4)[C:63]([N:65]4[CH2:66][CH2:67][CH:68]([N:71]5[N:80]=[C:79]([C:81]6[CH:86]=[CH:85][C:84]([O:87][CH3:88])=[C:83]([O:89][CH3:90])[CH:82]=6)[C@@H:78]6[C@@H:73]([CH2:74][CH2:75][CH2:76][CH2:77]6)[C:72]5=[O:91])[CH2:69][CH2:70]4)=[O:64])=[O:25])[C:17]=3[N:18]=[CH:19][N:20]=2)[CH2:2][CH2:3]1, predict the reactants needed to synthesize it. (4) Given the product [N:1]1[CH:6]=[CH:5][CH:4]=[C:3]([C@@H:7]2[CH2:8][CH2:9][C@@H:10]([OH:12])[CH2:11]2)[CH:2]=1, predict the reactants needed to synthesize it. The reactants are: [N:1]1[CH:6]=[CH:5][CH:4]=[C:3]([C@H:7]2[CH2:11][C@H:10]([OH:12])[CH:9]=[CH:8]2)[CH:2]=1. (5) Given the product [BrH:19].[Br:19][CH:8]1[CH2:9][CH2:10][C:11]2[CH:2]=[N:3][CH:4]=[CH:5][C:6]=2[C:7]1=[O:12], predict the reactants needed to synthesize it. The reactants are: Cl.[CH:2]1[C:11]2[CH2:10][CH2:9][CH2:8][C:7](=[O:12])[C:6]=2[CH:5]=[CH:4][N:3]=1.C1C=C[NH+]=CC=1.[Br:19][Br-]Br. (6) Given the product [CH2:9]([O:16][C:2]1[S:6][N:5]=[C:4]([S:7][CH3:8])[N:3]=1)[C:10]1[CH:15]=[CH:14][CH:13]=[CH:12][CH:11]=1, predict the reactants needed to synthesize it. The reactants are: Cl[C:2]1[S:6][N:5]=[C:4]([S:7][CH3:8])[N:3]=1.[CH2:9]([OH:16])[C:10]1[CH:15]=[CH:14][CH:13]=[CH:12][CH:11]=1.[H-].[Na+].[Cl-].[NH4+]. (7) Given the product [Cl:16][CH2:2][C:3]1[CH:8]=[CH:7][C:6]([CH2:9][NH:10][C:11](=[O:13])[CH3:12])=[CH:5][CH:4]=1, predict the reactants needed to synthesize it. The reactants are: O[CH2:2][C:3]1[CH:8]=[CH:7][C:6]([CH2:9][NH:10][C:11](=[O:13])[CH3:12])=[CH:5][CH:4]=1.S(Cl)([Cl:16])=O. (8) Given the product [Cl:1][C:2]1[CH:3]=[CH:4][C:5]([O:25][CH:26]([F:28])[F:27])=[C:6]([C:8]2[C:12]([NH:13][C:14]([C:16]3[CH:17]=[N:18][N:19]4[CH:24]=[CH:23][CH:22]=[N:21][C:20]=34)=[O:15])=[CH:11][N:10]([CH2:30][CH2:31][C:32]#[N:33])[N:9]=2)[CH:7]=1, predict the reactants needed to synthesize it. The reactants are: [Cl:1][C:2]1[CH:3]=[CH:4][C:5]([O:25][CH:26]([F:28])[F:27])=[C:6]([C:8]2[C:12]([NH:13][C:14]([C:16]3[CH:17]=[N:18][N:19]4[CH:24]=[CH:23][CH:22]=[N:21][C:20]=34)=[O:15])=[CH:11][NH:10][N:9]=2)[CH:7]=1.Br[CH2:30][CH2:31][C:32]#[N:33].C([O-])([O-])=O.[Cs+].[Cs+].